From a dataset of Merck oncology drug combination screen with 23,052 pairs across 39 cell lines. Regression. Given two drug SMILES strings and cell line genomic features, predict the synergy score measuring deviation from expected non-interaction effect. (1) Drug 1: CN(Cc1cnc2nc(N)nc(N)c2n1)c1ccc(C(=O)NC(CCC(=O)O)C(=O)O)cc1. Drug 2: COC1CC2CCC(C)C(O)(O2)C(=O)C(=O)N2CCCCC2C(=O)OC(C(C)CC2CCC(OP(C)(C)=O)C(OC)C2)CC(=O)C(C)C=C(C)C(O)C(OC)C(=O)C(C)CC(C)C=CC=CC=C1C. Cell line: RKO. Synergy scores: synergy=-25.1. (2) Cell line: NCIH2122. Drug 2: CC1(c2nc3c(C(N)=O)cccc3[nH]2)CCCN1. Synergy scores: synergy=0.240. Drug 1: COC12C(COC(N)=O)C3=C(C(=O)C(C)=C(N)C3=O)N1CC1NC12. (3) Drug 1: N#Cc1ccc(Cn2cncc2CN2CCN(c3cccc(Cl)c3)C(=O)C2)cc1. Drug 2: CCN(CC)CCNC(=O)c1c(C)[nH]c(C=C2C(=O)Nc3ccc(F)cc32)c1C. Cell line: HT144. Synergy scores: synergy=11.1. (4) Drug 1: COc1cc(C2c3cc4c(cc3C(OC3OC5COC(C)OC5C(O)C3O)C3COC(=O)C23)OCO4)cc(OC)c1O. Drug 2: Cc1nc(Nc2ncc(C(=O)Nc3c(C)cccc3Cl)s2)cc(N2CCN(CCO)CC2)n1. Cell line: T47D. Synergy scores: synergy=-19.1. (5) Drug 2: NC1(c2ccc(-c3nc4ccn5c(=O)[nH]nc5c4cc3-c3ccccc3)cc2)CCC1. Cell line: A375. Synergy scores: synergy=63.8. Drug 1: CC(=O)OC1C(=O)C2(C)C(O)CC3OCC3(OC(C)=O)C2C(OC(=O)c2ccccc2)C2(O)CC(OC(=O)C(O)C(NC(=O)c3ccccc3)c3ccccc3)C(C)=C1C2(C)C. (6) Drug 1: CCN(CC)CCNC(=O)c1c(C)[nH]c(C=C2C(=O)Nc3ccc(F)cc32)c1C. Drug 2: COC1CC2CCC(C)C(O)(O2)C(=O)C(=O)N2CCCCC2C(=O)OC(C(C)CC2CCC(OP(C)(C)=O)C(OC)C2)CC(=O)C(C)C=C(C)C(O)C(OC)C(=O)C(C)CC(C)C=CC=CC=C1C. Cell line: HT144. Synergy scores: synergy=35.1. (7) Drug 1: NC1(c2ccc(-c3nc4ccn5c(=O)[nH]nc5c4cc3-c3ccccc3)cc2)CCC1. Drug 2: CCC1(O)C(=O)OCc2c1cc1n(c2=O)Cc2cc3c(CN(C)C)c(O)ccc3nc2-1. Cell line: UWB1289. Synergy scores: synergy=-0.549. (8) Drug 1: O=c1[nH]cc(F)c(=O)[nH]1. Drug 2: O=C(CCCCCCC(=O)Nc1ccccc1)NO. Cell line: SW620. Synergy scores: synergy=-17.2.